Dataset: Catalyst prediction with 721,799 reactions and 888 catalyst types from USPTO. Task: Predict which catalyst facilitates the given reaction. (1) Reactant: [C:1]([O:5][C:6]([N:8]1[CH2:17][CH2:16][C:15]2[C:10](=[CH:11][C:12](Br)=[CH:13][CH:14]=2)[CH2:9]1)=[O:7])([CH3:4])([CH3:3])[CH3:2].[I-:19].[Na+].CNCCNC.N. The catalyst class is: 185. Product: [C:1]([O:5][C:6]([N:8]1[CH2:17][CH2:16][C:15]2[C:10](=[CH:11][C:12]([I:19])=[CH:13][CH:14]=2)[CH2:9]1)=[O:7])([CH3:4])([CH3:3])[CH3:2]. (2) Reactant: [NH2:1][C:2]1[N:7]=[C:6]([C:8]2[O:9][CH:10]=[CH:11][CH:12]=2)[C:5]([C:13]#[N:14])=[C:4](OS(C(F)(F)F)(=O)=O)[CH:3]=1.[CH2:23]([NH2:30])[C:24]1[CH:29]=[CH:28][CH:27]=[CH:26][CH:25]=1. Product: [NH2:1][C:2]1[CH:3]=[C:4]([NH:30][CH2:23][C:24]2[CH:29]=[CH:28][CH:27]=[CH:26][CH:25]=2)[C:5]([C:13]#[N:14])=[C:6]([C:8]2[O:9][CH:10]=[CH:11][CH:12]=2)[N:7]=1. The catalyst class is: 57. (3) Product: [C:19]([O:22][C:23]([N:9]1[C:10]2[C:5](=[CH:4][C:3]([CH3:15])=[C:2]([Br:1])[CH:11]=2)[C:6]([CH3:13])([CH3:14])[CH2:7][C:8]1=[O:12])=[O:24])([CH3:21])([CH3:20])[CH3:18]. Reactant: [Br:1][C:2]1[CH:11]=[C:10]2[C:5]([C:6]([CH3:14])([CH3:13])[CH2:7][C:8](=[O:12])[NH:9]2)=[CH:4][C:3]=1[CH3:15].[H-].[Na+].[CH3:18][C:19]([O:22][C:23](O[C:23]([O:22][C:19]([CH3:21])([CH3:20])[CH3:18])=[O:24])=[O:24])([CH3:21])[CH3:20]. The catalyst class is: 1. (4) Reactant: [CH2:1]([OH:8])[C:2]([NH2:7])([CH2:5][OH:6])[CH2:3][OH:4].C([O:16][C:17]1[CH:18]=[C:19]([CH:23]=[C:24]([O:34]CC2C=CC=CC=2)[C:25]=1[O:26]CC1C=CC=CC=1)[C:20](O)=[O:21])C1C=CC=CC=1.C(OC(N1C2C(=CC=CC=2)C=CC1OCC)=O)C. Product: [OH:16][C:17]1[CH:18]=[C:19]([CH:23]=[C:24]([OH:34])[C:25]=1[OH:26])[C:20]([NH:7][C:2]([CH2:5][OH:6])([CH2:3][OH:4])[CH2:1][OH:8])=[O:21]. The catalyst class is: 5.